The task is: Predict the reactants needed to synthesize the given product.. This data is from Full USPTO retrosynthesis dataset with 1.9M reactions from patents (1976-2016). (1) Given the product [NH2:33][CH:16]([CH2:15][C:12]1[CH:11]=[CH:10][C:9]([O:8][CH2:1][C:2]2[CH:3]=[CH:4][CH:5]=[CH:6][CH:7]=2)=[CH:14][N:13]=1)[C:17]([NH:19][C:20]1[CH:25]=[CH:24][C:23]([CH2:26][CH2:27][CH2:28][C:29]([NH:31][OH:32])=[O:30])=[CH:22][CH:21]=1)=[O:18], predict the reactants needed to synthesize it. The reactants are: [CH2:1]([O:8][C:9]1[CH:10]=[CH:11][C:12]([CH2:15][CH:16]([NH:33]C(=O)OC(C)(C)C)[C:17]([NH:19][C:20]2[CH:25]=[CH:24][C:23]([CH2:26][CH2:27][CH2:28][C:29]([NH:31][OH:32])=[O:30])=[CH:22][CH:21]=2)=[O:18])=[N:13][CH:14]=1)[C:2]1[CH:7]=[CH:6][CH:5]=[CH:4][CH:3]=1. (2) Given the product [NH2:16][CH2:18][C:19](=[O:21])[CH2:31][C:25]1[CH:26]=[C:27]([F:30])[CH:28]=[CH:29][C:24]=1[Br:23], predict the reactants needed to synthesize it. The reactants are: [Li+].C[Si]([N-][Si](C)(C)C)(C)C.C1COCC1.[N+:16]([CH2:18][C:19]([O:21]C)=O)#[C-].[Br:23][C:24]1[CH:29]=[CH:28][C:27]([F:30])=[CH:26][C:25]=1[CH2:31]C(Cl)=O. (3) Given the product [CH:27]1([C:26]2[C:25]3[CH:24]=[CH:23][C:22]([C:33]([NH:35][S:36]([N:39]([CH2:41][CH:42]([O:45][CH3:46])[O:43][CH3:44])[CH3:40])(=[O:38])=[O:37])=[O:34])=[CH:21][C:20]=3[N:18]3[C:17]=2[C:16]2[CH:47]=[CH:48][CH:49]=[CH:50][C:15]=2[O:14][CH2:13][C@@H:12]([O:11][CH2:10][CH2:9][NH:8][CH3:1])[CH2:19]3)[CH2:32][CH2:31][CH2:30][CH2:29][CH2:28]1, predict the reactants needed to synthesize it. The reactants are: [CH2:1]([N:8](C)[CH2:9][CH2:10][O:11][C@H:12]1[CH2:19][N:18]2[C:20]3[CH:21]=[C:22]([C:33]([NH:35][S:36]([N:39]([CH2:41][CH:42]([O:45][CH3:46])[O:43][CH3:44])[CH3:40])(=[O:38])=[O:37])=[O:34])[CH:23]=[CH:24][C:25]=3[C:26]([CH:27]3[CH2:32][CH2:31][CH2:30][CH2:29][CH2:28]3)=[C:17]2[C:16]2[CH:47]=[CH:48][CH:49]=[CH:50][C:15]=2[O:14][CH2:13]1)C1C=CC=CC=1. (4) Given the product [C:26]([O:30][C:31]([N:33]1[CH2:38][CH2:37][N:36]([C:39]2[CH:40]=[N:41][C:42]([NH:45][C:13]3[N:14]=[CH:15][C:10]4[CH:9]=[C:8]([O:19][CH2:20][CH2:21][O:22][CH2:23][CH3:24])[C:7](=[O:25])[N:6]([CH:1]5[CH2:5][CH2:4][CH2:3][CH2:2]5)[C:11]=4[N:12]=3)=[CH:43][CH:44]=2)[CH2:35][CH2:34]1)=[O:32])([CH3:29])([CH3:27])[CH3:28], predict the reactants needed to synthesize it. The reactants are: [CH:1]1([N:6]2[C:11]3[N:12]=[C:13](S(C)=O)[N:14]=[CH:15][C:10]=3[CH:9]=[C:8]([O:19][CH2:20][CH2:21][O:22][CH2:23][CH3:24])[C:7]2=[O:25])[CH2:5][CH2:4][CH2:3][CH2:2]1.[C:26]([O:30][C:31]([N:33]1[CH2:38][CH2:37][N:36]([C:39]2[CH:40]=[N:41][C:42]([NH2:45])=[CH:43][CH:44]=2)[CH2:35][CH2:34]1)=[O:32])([CH3:29])([CH3:28])[CH3:27]. (5) Given the product [CH:1]([O:4][C:5]([N:7]1[CH2:13][CH2:12][CH2:11][CH:10]([N:14]([C:40](=[O:42])[CH3:41])[CH2:15][C:16]2[CH:21]=[C:20]([C:22]([F:24])([F:25])[F:23])[CH:19]=[C:18]([C:26]([F:29])([F:27])[F:28])[CH:17]=2)[C:9]2[CH:30]=[CH:31][CH:32]=[CH:33][C:8]1=2)=[O:6])([CH3:3])[CH3:2], predict the reactants needed to synthesize it. The reactants are: [CH:1]([O:4][C:5]([N:7]1[CH2:13][CH2:12][CH2:11][CH:10]([NH:14][CH2:15][C:16]2[CH:21]=[C:20]([C:22]([F:25])([F:24])[F:23])[CH:19]=[C:18]([C:26]([F:29])([F:28])[F:27])[CH:17]=2)[C:9]2[CH:30]=[CH:31][CH:32]=[CH:33][C:8]1=2)=[O:6])([CH3:3])[CH3:2].N1C=CC=CC=1.[C:40](OC(=O)C)(=[O:42])[CH3:41].[OH-].[Na+].